Dataset: NCI-60 drug combinations with 297,098 pairs across 59 cell lines. Task: Regression. Given two drug SMILES strings and cell line genomic features, predict the synergy score measuring deviation from expected non-interaction effect. (1) Drug 1: COC1=NC(=NC2=C1N=CN2C3C(C(C(O3)CO)O)O)N. Drug 2: C1C(C(OC1N2C=NC3=C2NC=NCC3O)CO)O. Cell line: T-47D. Synergy scores: CSS=2.40, Synergy_ZIP=-1.04, Synergy_Bliss=-1.80, Synergy_Loewe=-0.521, Synergy_HSA=-0.627. (2) Drug 1: CN(C)C1=NC(=NC(=N1)N(C)C)N(C)C. Drug 2: C1C(C(OC1N2C=NC3=C2NC=NCC3O)CO)O. Cell line: NCI-H460. Synergy scores: CSS=-2.62, Synergy_ZIP=0.0403, Synergy_Bliss=-1.11, Synergy_Loewe=-3.83, Synergy_HSA=-3.40. (3) Drug 1: CN1C(=O)N2C=NC(=C2N=N1)C(=O)N. Drug 2: C1C(C(OC1N2C=NC3=C2NC=NCC3O)CO)O. Cell line: SF-295. Synergy scores: CSS=4.60, Synergy_ZIP=2.04, Synergy_Bliss=-0.573, Synergy_Loewe=2.50, Synergy_HSA=-1.67.